Dataset: Forward reaction prediction with 1.9M reactions from USPTO patents (1976-2016). Task: Predict the product of the given reaction. (1) Given the reactants [NH2:1][C@@H:2]1[CH2:7][CH2:6][CH2:5][N:4]([C:8]([C:10]2[CH:32]=[CH:31][C:13]3[N:14]([CH3:30])[C:15]([C:17]4[N:27]([CH2:28][CH3:29])[C:20]5=[N:21][CH:22]=[C:23]([O:25]C)[CH:24]=[C:19]5[CH:18]=4)=[N:16][C:12]=3[CH:11]=2)=[O:9])[CH2:3]1.B(Br)(Br)Br, predict the reaction product. The product is: [NH2:1][C@@H:2]1[CH2:7][CH2:6][CH2:5][N:4]([C:8]([C:10]2[CH:32]=[CH:31][C:13]3[N:14]([CH3:30])[C:15]([C:17]4[N:27]([CH2:28][CH3:29])[C:20]5=[N:21][CH:22]=[C:23]([OH:25])[CH:24]=[C:19]5[CH:18]=4)=[N:16][C:12]=3[CH:11]=2)=[O:9])[CH2:3]1. (2) Given the reactants C([O:3][C:4](=[O:18])[CH2:5][C:6]1[NH:11][C:10]2[CH:12]=[CH:13][CH:14]=[CH:15][C:9]=2[S:8](=[O:17])(=[O:16])[CH:7]=1)C.[OH-].[Li+], predict the reaction product. The product is: [O:17]=[S:8]1(=[O:16])[C:9]2[CH:15]=[CH:14][CH:13]=[CH:12][C:10]=2[NH:11][C:6]([CH2:5][C:4]([OH:18])=[O:3])=[CH:7]1. (3) Given the reactants C(OC(=O)[NH:7][C@@H:8]([CH2:26][C:27]1[CH:32]=[C:31]([F:33])[CH:30]=[C:29]([F:34])[CH:28]=1)[C@H:9]([OH:25])[CH2:10][NH:11][C:12]1([C:15]2[CH:20]=[CH:19][CH:18]=[C:17]([C:21]([F:24])([F:23])[F:22])[CH:16]=2)[CH2:14][CH2:13]1)(C)(C)C.[ClH:36], predict the reaction product. The product is: [ClH:36].[NH2:7][C@@H:8]([CH2:26][C:27]1[CH:28]=[C:29]([F:34])[CH:30]=[C:31]([F:33])[CH:32]=1)[C@H:9]([OH:25])[CH2:10][NH:11][C:12]1([C:15]2[CH:20]=[CH:19][CH:18]=[C:17]([C:21]([F:22])([F:23])[F:24])[CH:16]=2)[CH2:14][CH2:13]1. (4) Given the reactants [Br:1][C:2]1[CH:7]=[CH:6][CH:5]=[CH:4][C:3]=1[CH2:8][OH:9].[O:10]1[CH:15]=[CH:14][CH2:13][CH2:12][CH2:11]1.C([O-])(O)=O.[Na+], predict the reaction product. The product is: [O:10]1[CH2:15][CH2:14][CH2:13][CH2:12][CH:11]1[O:9][CH2:8][C:3]1[CH:4]=[CH:5][CH:6]=[CH:7][C:2]=1[Br:1]. (5) Given the reactants [S:1]([O-:5])([O-:4])(=[O:3])=[O:2].[Al+3:6].[S:7]([O-:11])([O-:10])(=[O:9])=[O:8].[S:12]([O-:16])([O-:15])(=[O:14])=[O:13].[Al+3].[C:18](=[O:21])([O-:20])[O-:19].[Na+:22].[Na+], predict the reaction product. The product is: [S:1]([O-:5])([O-:4])(=[O:3])=[O:2].[Al+3:6].[S:7]([O-:11])([O-:10])(=[O:9])=[O:8].[S:12]([O-:16])([O-:15])(=[O:14])=[O:13].[Al+3:6].[C:18](=[O:19])([O-:21])[O-:20].[Na+:22].[Na+:22]. (6) Given the reactants [CH:1]1([CH2:7][NH:8][C:9](=[O:40])[CH2:10][CH2:11][C:12]2[C:13]([NH:30]CC3C=CC(OC)=CC=3)=[N:14][C:15]3[C:20]([CH:21]=2)=[CH:19][C:18]([C:22]2[CH:27]=[CH:26][CH:25]=[CH:24][C:23]=2[CH3:28])=[C:17]([F:29])[CH:16]=3)[CH2:6][CH2:5][CH2:4][CH2:3][CH2:2]1.C(O)(C(F)(F)F)=O, predict the reaction product. The product is: [NH2:30][C:13]1[C:12]([CH2:11][CH2:10][C:9]([NH:8][CH2:7][CH:1]2[CH2:6][CH2:5][CH2:4][CH2:3][CH2:2]2)=[O:40])=[CH:21][C:20]2[C:15](=[CH:16][C:17]([F:29])=[C:18]([C:22]3[CH:27]=[CH:26][CH:25]=[CH:24][C:23]=3[CH3:28])[CH:19]=2)[N:14]=1. (7) Given the reactants [C:1]([O:5][C:6]([N:8]1[CH:12]([CH3:13])[C:11](=[O:14])[CH:10](C(OCC2C=CC=CC=2)=O)[CH:9]1[C:25]([O:27]CC1C=CC=CC=1)=[O:26])=[O:7])([CH3:4])([CH3:3])[CH3:2], predict the reaction product. The product is: [C:1]([O:5][C:6]([N:8]1[CH:12]([CH3:13])[C:11](=[O:14])[CH2:10][CH:9]1[C:25]([OH:27])=[O:26])=[O:7])([CH3:2])([CH3:3])[CH3:4]. (8) Given the reactants [CH2:1]([CH:4]([CH2:27][CH2:28][CH3:29])[CH2:5][O:6][C:7]1[CH:8]=[C:9]([CH:24]=[CH:25][CH:26]=1)[O:10][CH2:11][CH2:12][N:13]1C(=O)C2C(=CC=CC=2)C1=O)[CH2:2][CH3:3], predict the reaction product. The product is: [CH2:27]([CH:4]([CH2:1][CH2:2][CH3:3])[CH2:5][O:6][C:7]1[CH:8]=[C:9]([CH:24]=[CH:25][CH:26]=1)[O:10][CH2:11][CH2:12][NH2:13])[CH2:28][CH3:29]. (9) Given the reactants [CH3:1][C:2]1([C:15]2[CH:20]=[CH:19][CH:18]=[CH:17][CH:16]=2)[C:6](=[O:7])[CH:5]=[C:4](/[CH:8]=[CH:9]/[C:10]2[CH:14]=[CH:13][S:12][CH:11]=2)[O:3]1.[CH2:21]([SH:24])[CH2:22][SH:23], predict the reaction product. The product is: [SH:23][CH2:22][CH2:21][S:24][CH:9]([C:10]1[CH:14]=[CH:13][S:12][CH:11]=1)[CH2:8][C:4]1[O:3][C:2]([CH3:1])([C:15]2[CH:20]=[CH:19][CH:18]=[CH:17][CH:16]=2)[C:6](=[O:7])[CH:5]=1.